From a dataset of Full USPTO retrosynthesis dataset with 1.9M reactions from patents (1976-2016). Predict the reactants needed to synthesize the given product. Given the product [CH2:15]([O:17][C:18]([C:20]1[N:21]=[C:22]([C:35]2[CH:36]=[CH:37][C:38]([Cl:41])=[CH:39][CH:40]=2)[N:23]([C:28]2[CH:33]=[CH:32][CH:31]=[CH:30][C:29]=2[Cl:34])[C:24]=1[CH2:25][CH2:26][NH:47][CH:42]1[CH2:46][CH2:45][CH2:44][CH2:43]1)=[O:19])[CH3:16], predict the reactants needed to synthesize it. The reactants are: C(O[BH-](OC(=O)C)OC(=O)C)(=O)C.[Na+].[CH2:15]([O:17][C:18]([C:20]1[N:21]=[C:22]([C:35]2[CH:40]=[CH:39][C:38]([Cl:41])=[CH:37][CH:36]=2)[N:23]([C:28]2[CH:33]=[CH:32][CH:31]=[CH:30][C:29]=2[Cl:34])[C:24]=1[CH2:25][CH:26]=O)=[O:19])[CH3:16].[CH:42]1([NH2:47])[CH2:46][CH2:45][CH2:44][CH2:43]1.C(O)(=O)C.